From a dataset of Forward reaction prediction with 1.9M reactions from USPTO patents (1976-2016). Predict the product of the given reaction. (1) Given the reactants Cl.[CH3:2][O:3][CH:4]1[CH2:7][NH:6][CH2:5]1.BrCCC[C:12]12[CH:22]=[CH:21][CH:20]=[CH:19][CH:13]1[C:14]([NH:16][C:17]2=[O:18])=[O:15].C([O-])([O-])=O.[K+].[K+].[CH2:29]1[CH2:33]OC[CH2:30]1, predict the reaction product. The product is: [CH3:2][O:3][CH:4]1[CH2:7][N:6]([CH2:30][CH2:29][CH2:33][N:16]2[C:14](=[O:15])[C:13]3[C:12](=[CH:22][CH:21]=[CH:20][CH:19]=3)[C:17]2=[O:18])[CH2:5]1. (2) Given the reactants [ClH:1].[CH2:2]([O:4][C:5]1[C:14]([OH:15])=[C:13]2[C:8]([C:9]([CH2:16][C:17]3[CH:27]=[C:26]([O:28][CH3:29])[C:20]([O:21][CH2:22][C:23]([NH2:25])=O)=[C:19]([O:30][CH3:31])[CH:18]=3)=[CH:10][N:11]=[CH:12]2)=[CH:7][CH:6]=1)[CH3:3].N1C=CC=CC=1.FC(F)(F)C(OC(=O)C(F)(F)F)=O.Cl.CO, predict the reaction product. The product is: [ClH:1].[CH2:2]([O:4][C:5]1[C:14]([OH:15])=[C:13]2[C:8]([C:9]([CH2:16][C:17]3[CH:18]=[C:19]([O:30][CH3:31])[C:20]([O:21][CH2:22][C:23]#[N:25])=[C:26]([O:28][CH3:29])[CH:27]=3)=[CH:10][N:11]=[CH:12]2)=[CH:7][CH:6]=1)[CH3:3]. (3) Given the reactants [CH3:1][C:2]1[CH:7]=[CH:6][C:5]([C:8]2[CH:13]=[CH:12][C:11]([OH:14])=[CH:10][CH:9]=2)=[CH:4][CH:3]=1.C1(NC2CCCCC2)CCCCC1.[P:28]([O-:33])([O:31]C)[O:29][CH3:30], predict the reaction product. The product is: [CH3:30][O:29][P:28]([OH:33])([O:14][CH3:11])=[O:31].[CH3:1][C:2]1[CH:7]=[CH:6][C:5]([C:8]2[CH:9]=[CH:10][CH:11]=[CH:12][CH:13]=2)=[CH:4][CH:3]=1. (4) Given the reactants O.[OH-].[Li+].[C:4]1([CH2:10][O:11][C:12]2[CH:13]=[C:14]([CH:19]=[C:20]([O:22][C@H:23]3[CH2:27][CH2:26][O:25][CH2:24]3)[CH:21]=2)[C:15]([O:17]C)=[O:16])[CH:9]=[CH:8][CH:7]=[CH:6][CH:5]=1, predict the reaction product. The product is: [C:4]1([CH2:10][O:11][C:12]2[CH:13]=[C:14]([CH:19]=[C:20]([O:22][C@H:23]3[CH2:27][CH2:26][O:25][CH2:24]3)[CH:21]=2)[C:15]([OH:17])=[O:16])[CH:5]=[CH:6][CH:7]=[CH:8][CH:9]=1.